Dataset: NCI-60 drug combinations with 297,098 pairs across 59 cell lines. Task: Regression. Given two drug SMILES strings and cell line genomic features, predict the synergy score measuring deviation from expected non-interaction effect. Drug 1: C1CN1C2=NC(=NC(=N2)N3CC3)N4CC4. Drug 2: C1CC(=O)NC(=O)C1N2CC3=C(C2=O)C=CC=C3N. Cell line: HS 578T. Synergy scores: CSS=5.27, Synergy_ZIP=-5.15, Synergy_Bliss=-7.41, Synergy_Loewe=-10.8, Synergy_HSA=-6.28.